From a dataset of Forward reaction prediction with 1.9M reactions from USPTO patents (1976-2016). Predict the product of the given reaction. (1) Given the reactants [C:1]([O:5][C:6](=[O:20])[NH:7][C:8]1[CH:19]=[N:18][C:11]2[O:12][C@@H:13]([CH2:16][OH:17])[CH2:14][NH:15][C:10]=2[CH:9]=1)([CH3:4])([CH3:3])[CH3:2].[Cl:21][C:22]1[CH:23]=[C:24]([S:28](Cl)(=[O:30])=[O:29])[CH:25]=[CH:26][CH:27]=1, predict the reaction product. The product is: [Cl:21][C:22]1[CH:23]=[C:24]([S:28]([N:15]2[CH2:14][C@H:13]([CH2:16][OH:17])[O:12][C:11]3[N:18]=[CH:19][C:8]([NH:7][C:6](=[O:20])[O:5][C:1]([CH3:4])([CH3:2])[CH3:3])=[CH:9][C:10]2=3)(=[O:30])=[O:29])[CH:25]=[CH:26][CH:27]=1. (2) Given the reactants C(N(C(C)C)CC)(C)C.[F:10][C:11]([F:24])([F:23])[S:12]([O:15]S(C(F)(F)F)(=O)=O)(=[O:14])=[O:13].O[C:26]1[CH:27]=[C:28]2[C:33](=[CH:34][CH:35]=1)[C:32]([C:36]([O:38][CH3:39])=[O:37])=[CH:31][CH:30]=[CH:29]2.[NH4+].[Cl-], predict the reaction product. The product is: [F:10][C:11]([F:24])([F:23])[S:12]([O:15][C:26]1[CH:27]=[C:28]2[C:33](=[CH:34][CH:35]=1)[C:32]([C:36]([O:38][CH3:39])=[O:37])=[CH:31][CH:30]=[CH:29]2)(=[O:14])=[O:13]. (3) Given the reactants [CH3:1][S:2](Cl)(=[O:4])=[O:3].[C:6]([C:10]1[CH:11]=[C:12]([NH:26][C:27]([NH:29][C@@H:30]2[C:39]3[C:34](=[CH:35][CH:36]=[CH:37][CH:38]=3)[C@H:33]([O:40][C:41]3[CH:42]=[CH:43][C:44]4[N:45]([C:47]([N:50]5[CH2:54][CH2:53][CH2:52][C@@H:51]5[CH3:55])=[N:48][N:49]=4)[CH:46]=3)[CH2:32][CH2:31]2)=[O:28])[N:13]([C:15]2[CH:20]=[CH:19][C:18]([Cl:21])=[C:17]([O:22][CH2:23][CH2:24][OH:25])[CH:16]=2)[N:14]=1)([CH3:9])([CH3:8])[CH3:7].CCN(C(C)C)C(C)C, predict the reaction product. The product is: [C:6]([C:10]1[CH:11]=[C:12]([NH:26][C:27]([NH:29][C@@H:30]2[C:39]3[C:34](=[CH:35][CH:36]=[CH:37][CH:38]=3)[C@H:33]([O:40][C:41]3[CH:42]=[CH:43][C:44]4[N:45]([C:47]([N:50]5[CH2:54][CH2:53][CH2:52][C@@H:51]5[CH3:55])=[N:48][N:49]=4)[CH:46]=3)[CH2:32][CH2:31]2)=[O:28])[N:13]([C:15]2[CH:20]=[CH:19][C:18]([Cl:21])=[C:17]([CH:16]=2)[O:22][CH2:23][CH2:24][O:25][S:2]([CH3:1])(=[O:4])=[O:3])[N:14]=1)([CH3:9])([CH3:7])[CH3:8].